Dataset: Full USPTO retrosynthesis dataset with 1.9M reactions from patents (1976-2016). Task: Predict the reactants needed to synthesize the given product. (1) Given the product [CH3:50][O:49][C:44]([C:45]1[O:18][C:17]([S:14]([N:11]2[CH2:10][CH2:9][CH:8]([NH:7][C:6]([O:5][C:1]([CH3:4])([CH3:3])[CH3:2])=[O:33])[CH2:13][CH2:12]2)(=[O:16])=[O:15])=[CH:21][CH:46]=1)=[O:47], predict the reactants needed to synthesize it. The reactants are: [C:1]([O:5][C:6](=[O:33])[NH:7][CH:8]1[CH2:13][CH2:12][N:11]([S:14]([C:17]2[O:18]C(C(=O)NCCC3C=CC=CC=3)=C[CH:21]=2)(=[O:16])=[O:15])[CH2:10][CH2:9]1)([CH3:4])([CH3:3])[CH3:2].Cl.C(N(C(C)C)CC)(C)C.[C:44](Cl)(=[O:47])[CH:45]=[CH2:46].[O:49]1CCOC[CH2:50]1. (2) The reactants are: [NH:1]1[C:9]2[C:4](=[CH:5][CH:6]=[C:7]([C:10]#[N:11])[CH:8]=2)[CH:3]=[CH:2]1.[H-].[Na+].I[CH3:15]. Given the product [CH3:15][N:1]1[C:9]2[C:4](=[CH:5][CH:6]=[C:7]([C:10]#[N:11])[CH:8]=2)[CH:3]=[CH:2]1, predict the reactants needed to synthesize it. (3) Given the product [CH2:41]([N:48]([CH3:49])[C:22]([C@@H:12]1[CH2:11][C:10](=[N:9][O:8][CH2:1][C:2]2[CH:3]=[CH:4][CH:5]=[CH:6][CH:7]=2)[CH2:14][N:13]1[C:15](=[O:17])[CH:31]([C:25]1[CH:26]=[CH:27][CH:28]=[CH:29][CH:30]=1)[C:35]1[CH:36]=[CH:37][CH:38]=[CH:39][CH:40]=1)=[O:24])[C:42]1[CH:47]=[CH:46][CH:45]=[CH:44][CH:43]=1, predict the reactants needed to synthesize it. The reactants are: [CH2:1]([O:8][N:9]=[C:10]1[CH2:14][N:13]([C:15]([O:17]C(C)(C)C)=O)[C@H:12]([C:22]([OH:24])=O)[CH2:11]1)[C:2]1[CH:7]=[CH:6][CH:5]=[CH:4][CH:3]=1.[C:25]1([CH:31]([C:35]2[CH:40]=[CH:39][CH:38]=[CH:37][CH:36]=2)C(Cl)=O)[CH:30]=[CH:29][CH:28]=[CH:27][CH:26]=1.[CH2:41]([NH:48][CH3:49])[C:42]1[CH:47]=[CH:46][CH:45]=[CH:44][CH:43]=1. (4) Given the product [CH2:5]([O:4][C:1]([C:2]1[O:34][C:22]([S:23][CH3:24])=[C:19]([C:20]#[N:21])[C:17]=1[C:16]1[CH:27]=[CH:28][C:13]([C:9]([CH3:12])([CH3:11])[CH3:10])=[CH:14][CH:15]=1)=[O:3])[CH3:6], predict the reactants needed to synthesize it. The reactants are: [C:1]([O:4][CH2:5][CH2:6]Br)(=[O:3])[CH3:2].[Li].[C:9]([C:13]1[CH:28]=[CH:27][C:16]([C:17]([C:19](=[C:22](SC)[S:23][CH3:24])[C:20]#[N:21])=O)=[CH:15][CH:14]=1)([CH3:12])([CH3:11])[CH3:10].[Cl-].[NH4+].C1C[O:34]CC1. (5) Given the product [F:10][C:8]1[C:9]([B:12]2[O:16][C:15]([CH3:18])([CH3:17])[C:14]([CH3:20])([CH3:19])[O:13]2)=[CH:2][CH:3]=[C:4]([F:11])[C:5]=1[C:6]#[N:7], predict the reactants needed to synthesize it. The reactants are: Br[C:2]1[CH:9]=[C:8]([F:10])[C:5]([C:6]#[N:7])=[C:4]([F:11])[CH:3]=1.[B:12]1([B:12]2[O:16][C:15]([CH3:18])([CH3:17])[C:14]([CH3:20])([CH3:19])[O:13]2)[O:16][C:15]([CH3:18])([CH3:17])[C:14]([CH3:20])([CH3:19])[O:13]1.C([O-])(=O)C.[K+]. (6) Given the product [OH:1][C:2]1[CH:3]=[CH:4][C:5]2[N:32]=[C:8]([CH3:7])[O:9][C:10]=2[C:11]=1[CH:41]=[O:47], predict the reactants needed to synthesize it. The reactants are: [OH:1][C:2]1[CH:11]=[C:10]2[C:5](C(C)=[C:7](C3C=CC(C(NCCN4CCOCC4)=O)=CC=3)[C:8](=O)[O:9]2)=[CH:4][CH:3]=1.C1N2CN3CN(C2)C[N:32]1C3.[C:41]([OH:47])(C(F)(F)F)=O. (7) Given the product [CH3:20][C:4]1[C:5]([CH3:19])=[C:6]([NH:11][CH2:12][CH2:13][CH2:14][CH2:15][CH2:16][CH2:17][OH:18])[C:7]([N+:8]([O-:10])=[O:9])=[C:2]([O:21][C:22]2[CH:27]=[CH:26][CH:25]=[CH:24][CH:23]=2)[N:3]=1, predict the reactants needed to synthesize it. The reactants are: Cl[C:2]1[C:7]([N+:8]([O-:10])=[O:9])=[C:6]([NH:11][CH2:12][CH2:13][CH2:14][CH2:15][CH2:16][CH2:17][OH:18])[C:5]([CH3:19])=[C:4]([CH3:20])[N:3]=1.[O-:21][C:22]1[CH:27]=[CH:26][CH:25]=[CH:24][CH:23]=1.[Na+].